From a dataset of Peptide-MHC class II binding affinity with 134,281 pairs from IEDB. Regression. Given a peptide amino acid sequence and an MHC pseudo amino acid sequence, predict their binding affinity value. This is MHC class II binding data. The peptide sequence is EELRSLYNTVATLYCVH. The MHC is H-2-IAb with pseudo-sequence H-2-IAb. The binding affinity (normalized) is 0.350.